Binary Classification. Given a T-cell receptor sequence (or CDR3 region) and an epitope sequence, predict whether binding occurs between them. From a dataset of TCR-epitope binding with 47,182 pairs between 192 epitopes and 23,139 TCRs. (1) The epitope is CTELKLSDY. The TCR CDR3 sequence is CASSLDGSVETQYF. Result: 0 (the TCR does not bind to the epitope). (2) The epitope is AYAQKIFKI. The TCR CDR3 sequence is CASTARSSYNEQFF. Result: 0 (the TCR does not bind to the epitope). (3) The epitope is FVDGVPFVV. The TCR CDR3 sequence is CASSQESILAGRTDTQYF. Result: 1 (the TCR binds to the epitope). (4) The epitope is TLIGDCATV. The TCR CDR3 sequence is CAIRTELQETQYF. Result: 0 (the TCR does not bind to the epitope). (5) The epitope is YVFCTVNAL. The TCR CDR3 sequence is CASSLAGGGAYGQYF. Result: 0 (the TCR does not bind to the epitope). (6) The epitope is TVYDPLQPELDSFK. The TCR CDR3 sequence is CASSQAVPDPSNTGELFF. Result: 0 (the TCR does not bind to the epitope). (7) The epitope is NYSGVVTTVMF. The TCR CDR3 sequence is CASSQYMTTNTEAFF. Result: 0 (the TCR does not bind to the epitope). (8) The epitope is EIYKRWII. The TCR CDR3 sequence is CASSIRSSHTQYF. Result: 0 (the TCR does not bind to the epitope). (9) The epitope is KAYNVTQAF. The TCR CDR3 sequence is CASSLGGGANEQFF. Result: 1 (the TCR binds to the epitope). (10) The epitope is QASQEVKNW. The TCR CDR3 sequence is CASSPHGTDTQYF. Result: 0 (the TCR does not bind to the epitope).